From a dataset of Reaction yield outcomes from USPTO patents with 853,638 reactions. Predict the reaction yield, written as a fraction of the theoretical maximum amount of product (1.0 means a 100% yield; for example, 0.34 means a 34% yield). The reactants are [CH2:1]([O:3][C:4](=[O:11])[CH2:5][C:6]1[N:7]=[N:8][NH:9][N:10]=1)[CH3:2].I[CH:13]([CH3:15])[CH3:14].[OH-].[Na+].C(OC(=O)CC1N=NN(C(C)C)N=1)C. The catalyst is CN(C)C=O. The product is [CH2:1]([O:3][C:4](=[O:11])[CH2:5][C:6]1[N:10]([CH:13]([CH3:15])[CH3:14])[N:9]=[N:8][N:7]=1)[CH3:2]. The yield is 0.790.